Predict the reaction yield, written as a fraction of the theoretical maximum amount of product (1.0 means a 100% yield; for example, 0.34 means a 34% yield). From a dataset of Reaction yield outcomes from USPTO patents with 853,638 reactions. The catalyst is C1COCC1. The yield is 0.920. The product is [N:1]([CH:4]([CH3:25])[CH2:5][N:6]1[C:14]2[C:9](=[CH:10][CH:11]=[C:12]3[O:18][CH2:17][CH:16]([OH:19])[CH2:15][C:13]3=2)[CH:8]=[N:7]1)=[N+:2]=[N-:3]. The reactants are [N:1]([CH:4]([CH3:25])[CH2:5][N:6]1[C:14]2[C:9](=[CH:10][CH:11]=[C:12]3[O:18][CH2:17][CH:16]([O:19]C(OCC)C)[CH2:15][C:13]3=2)[CH:8]=[N:7]1)=[N+:2]=[N-:3].Cl.C(=O)(O)[O-].[Na+].